From a dataset of Reaction yield outcomes from USPTO patents with 853,638 reactions. Predict the reaction yield, written as a fraction of the theoretical maximum amount of product (1.0 means a 100% yield; for example, 0.34 means a 34% yield). (1) The reactants are Cl[C:2]1[CH:7]=[C:6]([Cl:8])[N:5]=[C:4]([O:9][CH2:10][C:11]2([C:14]#[N:15])[CH2:13][CH2:12]2)[N:3]=1.Cl.[NH:17]1[CH2:22][CH2:21][CH:20]([C:23]2[C:31]3[C:26](=[N:27][CH:28]=[CH:29][CH:30]=3)[NH:25][CH:24]=2)[CH2:19][CH2:18]1.CCN(C(C)C)C(C)C.CCOC(C)=O. The catalyst is CO. The product is [Cl:8][C:6]1[CH:7]=[C:2]([N:17]2[CH2:18][CH2:19][CH:20]([C:23]3[C:31]4[C:26](=[N:27][CH:28]=[CH:29][CH:30]=4)[NH:25][CH:24]=3)[CH2:21][CH2:22]2)[N:3]=[C:4]([O:9][CH2:10][C:11]2([C:14]#[N:15])[CH2:13][CH2:12]2)[N:5]=1. The yield is 0.500. (2) The reactants are [C:1]1([CH2:11][C:12]([OH:14])=[O:13])[CH:6]=[CH:5][CH:4]=[CH:3][C:2]=1[CH2:7][C:8]([OH:10])=[O:9].[N+:15]([O-])([OH:17])=[O:16]. The catalyst is S(=O)(=O)(O)O. The product is [N+:15]([C:5]1[CH:6]=[C:1]([CH2:11][C:12]([OH:14])=[O:13])[C:2]([CH2:7][C:8]([OH:10])=[O:9])=[CH:3][CH:4]=1)([O-:17])=[O:16]. The yield is 0.650. (3) The product is [Br:9][C:10]1[C:11]([F:21])=[C:12]([F:20])[C:13]([NH:4][C:3]2[CH:5]=[CH:6][CH:7]=[CH:8][C:2]=2[F:1])=[C:14]([CH:18]=1)[C:15]([OH:17])=[O:16]. The catalyst is C1COCC1. The reactants are [F:1][C:2]1[CH:8]=[CH:7][CH:6]=[CH:5][C:3]=1[NH2:4].[Br:9][C:10]1[C:11]([F:21])=[C:12]([F:20])[C:13](F)=[C:14]([CH:18]=1)[C:15]([OH:17])=[O:16].[Li+].C[Si]([N-][Si](C)(C)C)(C)C. The yield is 0.888. (4) The reactants are [Cl:1][C:2]1[CH:27]=[C:26]([C:28]([F:31])([F:30])[F:29])[CH:25]=[CH:24][C:3]=1[CH2:4][N:5]1[C:9](/[CH:10]=[CH:11]/[C:12]([O:14]CC)=[O:13])=[CH:8][C:7]([O:17][CH:18]2[CH2:23][CH2:22][O:21][CH2:20][CH2:19]2)=[N:6]1.[OH-].[Na+].O1CCCC1. The catalyst is C(O)C. The product is [Cl:1][C:2]1[CH:27]=[C:26]([C:28]([F:30])([F:29])[F:31])[CH:25]=[CH:24][C:3]=1[CH2:4][N:5]1[C:9](/[CH:10]=[CH:11]/[C:12]([OH:14])=[O:13])=[CH:8][C:7]([O:17][CH:18]2[CH2:19][CH2:20][O:21][CH2:22][CH2:23]2)=[N:6]1. The yield is 0.980. (5) The reactants are Cl.[CH2:2]([O:9][C:10]1[CH:18]=[CH:17][C:13]([C:14]([NH2:16])=[NH:15])=[C:12]([F:19])[CH:11]=1)[C:3]1[CH:8]=[CH:7][CH:6]=[CH:5][CH:4]=1.C(=O)([O-])O.[K+].O.Cl[CH2:27][C:28]([C:30]1[N:31]([CH:35]([CH3:37])[CH3:36])[N:32]=[CH:33][N:34]=1)=O. The catalyst is C1COCC1.[Na+].[Cl-]. The product is [CH2:2]([O:9][C:10]1[CH:18]=[CH:17][C:13]([C:14]2[NH:16][CH:27]=[C:28]([C:30]3[N:31]([CH:35]([CH3:37])[CH3:36])[N:32]=[CH:33][N:34]=3)[N:15]=2)=[C:12]([F:19])[CH:11]=1)[C:3]1[CH:4]=[CH:5][CH:6]=[CH:7][CH:8]=1. The yield is 0.840. (6) The reactants are Cl.[NH2:2][OH:3].C(N(CC)CC)C.[CH2:11]([C:13]1[C:14]([CH:28]=O)=[N:15][N:16]([C:22]2[CH:27]=[CH:26][CH:25]=[CH:24][CH:23]=2)[C:17]=1[CH2:18][CH:19]([CH3:21])[CH3:20])[CH3:12].O. The catalyst is ClCCl. The product is [CH2:11]([C:13]1[C:14]([CH2:28][NH:2][OH:3])=[N:15][N:16]([C:22]2[CH:27]=[CH:26][CH:25]=[CH:24][CH:23]=2)[C:17]=1[CH2:18][CH:19]([CH3:21])[CH3:20])[CH3:12]. The yield is 0.970. (7) The reactants are [OH:1][CH2:2][C:3]1[N:4]([C:15]2[CH:20]=[CH:19][CH:18]=[CH:17][C:16]=2[CH3:21])[C:5](=[O:14])[C:6]2[C:11]([CH:12]=1)=[CH:10][CH:9]=[CH:8][C:7]=2[CH3:13]. The catalyst is C(Cl)Cl.O=[Mn]=O. The product is [CH3:13][C:7]1[CH:8]=[CH:9][CH:10]=[C:11]2[C:6]=1[C:5](=[O:14])[N:4]([C:15]1[CH:20]=[CH:19][CH:18]=[CH:17][C:16]=1[CH3:21])[C:3]([CH:2]=[O:1])=[CH:12]2. The yield is 0.900. (8) The reactants are [CH3:1][C:2]1[C:3](=[O:14])[O:4][CH2:5][C@@H:6]([C:8]2[CH:13]=[CH:12][CH:11]=[CH:10][CH:9]=2)[N:7]=1. The catalyst is ClCCl.O=[Pt]=O. The product is [CH3:1][C@@H:2]1[NH:7][C@H:6]([C:8]2[CH:13]=[CH:12][CH:11]=[CH:10][CH:9]=2)[CH2:5][O:4][C:3]1=[O:14]. The yield is 0.800. (9) The catalyst is C1(C)C=CC=CC=1. The yield is 0.970. The product is [O:6]=[C:2]1[CH2:3][CH2:4][CH2:5][N:1]1[C:7]([O:9][C:10]([CH3:13])([CH3:12])[CH3:11])=[O:8]. The reactants are [NH:1]1[CH2:5][CH2:4][CH2:3][C:2]1=[O:6].[C:7](O[C:7]([O:9][C:10]([CH3:13])([CH3:12])[CH3:11])=[O:8])([O:9][C:10]([CH3:13])([CH3:12])[CH3:11])=[O:8]. (10) The reactants are F[C:2]1[CH:7]=[CH:6][C:5]([C:8]2[O:9][C:10]3[CH:16]=[CH:15][CH:14]=[CH:13][C:11]=3[N:12]=2)=[CH:4][C:3]=1[N+:17]([O-:19])=[O:18].C(=O)([O-])[O-].[K+].[K+].[CH2:26]([NH2:30])[CH2:27][CH2:28][CH3:29].O. The catalyst is C(O)C. The product is [CH2:26]([NH:30][C:2]1[CH:7]=[CH:6][C:5]([C:8]2[O:9][C:10]3[CH:16]=[CH:15][CH:14]=[CH:13][C:11]=3[N:12]=2)=[CH:4][C:3]=1[N+:17]([O-:19])=[O:18])[CH2:27][CH2:28][CH3:29]. The yield is 0.991.